From a dataset of Full USPTO retrosynthesis dataset with 1.9M reactions from patents (1976-2016). Predict the reactants needed to synthesize the given product. (1) Given the product [Br:34][C:35]1[CH:36]=[C:37]([C:41]([N:43]=[C:44]=[S:45])=[O:42])[CH:38]=[CH:39][CH:40]=1.[Br:34][C:35]1[CH:36]=[C:37]([CH:38]=[CH:39][CH:40]=1)[C:41]([NH:43][C:44]([NH:30][C:29]1[CH:31]=[CH:32][C:26]([O:25][C:16]2[C:15]3[C:20](=[CH:21][C:22]([O:23][CH3:24])=[C:13]([O:12][CH3:11])[CH:14]=3)[N:19]=[CH:18][CH:17]=2)=[C:27]([F:33])[CH:28]=1)=[S:45])=[O:42], predict the reactants needed to synthesize it. The reactants are: BrC1C=C(C(Cl)=O)C=CC=1.[CH3:11][O:12][C:13]1[CH:14]=[C:15]2[C:20](=[CH:21][C:22]=1[O:23][CH3:24])[N:19]=[CH:18][CH:17]=[C:16]2[O:25][C:26]1[CH:32]=[CH:31][C:29]([NH2:30])=[CH:28][C:27]=1[F:33].[Br:34][C:35]1[CH:36]=[C:37]([C:41]([N:43]=[C:44]=[S:45])=[O:42])[CH:38]=[CH:39][CH:40]=1. (2) Given the product [CH:26]1([CH2:25][C@H:3]([NH:2][C:46]([C:44]2[N:45]=[C:41]([CH:32]3[O:31][C:36]4[CH:37]=[CH:38][CH:39]=[CH:40][C:35]=4[O:34][CH2:33]3)[S:42][CH:43]=2)=[O:47])[C:4](=[O:5])[NH:6][C@H:7]2[CH2:13][CH2:12][C@@H:11]([CH3:14])[N:10]([S:15]([C:18]3[CH:23]=[CH:22][CH:21]=[CH:20][N:19]=3)(=[O:16])=[O:17])[CH2:9][C:8]2=[O:24])[CH2:27][CH2:28][CH2:29][CH2:30]1, predict the reactants needed to synthesize it. The reactants are: Cl.[NH2:2][C@@H:3]([CH2:25][CH:26]1[CH2:30][CH2:29][CH2:28][CH2:27]1)[C:4]([NH:6][C@H:7]1[CH2:13][CH2:12][C@@H:11]([CH3:14])[N:10]([S:15]([C:18]2[CH:23]=[CH:22][CH:21]=[CH:20][N:19]=2)(=[O:17])=[O:16])[CH2:9][C@@H:8]1[OH:24])=[O:5].[O:31]1[C:36]2[CH:37]=[CH:38][CH:39]=[CH:40][C:35]=2[O:34][CH2:33][CH:32]1[C:41]1[S:42][CH:43]=[C:44]([C:46](O)=[O:47])[N:45]=1.CC(OI1(OC(C)=O)(OC(C)=O)OC(=O)C2C=CC=CC1=2)=O. (3) The reactants are: [CH3:1][O:2][C:3]1[CH:9]=[C:8]([N+:10]([O-:12])=[O:11])[CH:7]=[CH:6][C:4]=1[NH2:5].N1C=CC=CC=1.[C:19](Cl)([O:21][CH2:22][CH:23]1[C:35]2[C:30](=[CH:31][CH:32]=[CH:33][CH:34]=2)[C:29]2[C:24]1=[CH:25][CH:26]=[CH:27][CH:28]=2)=[O:20]. Given the product [CH:34]1[C:35]2[CH:23]([CH2:22][O:21][C:19](=[O:20])[NH:5][C:4]3[CH:6]=[CH:7][C:8]([N+:10]([O-:12])=[O:11])=[CH:9][C:3]=3[O:2][CH3:1])[C:24]3[C:29](=[CH:28][CH:27]=[CH:26][CH:25]=3)[C:30]=2[CH:31]=[CH:32][CH:33]=1, predict the reactants needed to synthesize it. (4) The reactants are: [CH2:1]([O:3][C:4](=[O:22])[CH2:5][NH:6][CH2:7][CH2:8][NH:9][S:10]([C:13]1[S:14][C:15]2[CH:21]=[CH:20][CH:19]=[CH:18][C:16]=2[N:17]=1)(=[O:12])=[O:11])[CH3:2].[CH:23]([O:36][C:37]([NH:39][C:40]1[N:48]=[CH:47][N:46]=[C:45]2[C:41]=1[N:42]=[CH:43][N:44]2[CH2:49][C:50](O)=[O:51])=[O:38])([C:30]1[CH:35]=[CH:34][CH:33]=[CH:32][CH:31]=1)[C:24]1[CH:29]=[CH:28][CH:27]=[CH:26][CH:25]=1. Given the product [CH2:1]([O:3][C:4](=[O:22])[CH2:5][N:6]([CH2:7][CH2:8][NH:9][S:10]([C:13]1[S:14][C:15]2[CH:21]=[CH:20][CH:19]=[CH:18][C:16]=2[N:17]=1)(=[O:12])=[O:11])[C:50](=[O:51])[CH2:49][N:44]1[CH:43]=[N:42][C:41]2[C:45]1=[N:46][CH:47]=[N:48][C:40]=2[NH:39][C:37]([O:36][CH:23]([C:30]1[CH:35]=[CH:34][CH:33]=[CH:32][CH:31]=1)[C:24]1[CH:29]=[CH:28][CH:27]=[CH:26][CH:25]=1)=[O:38])[CH3:2], predict the reactants needed to synthesize it.